Dataset: Full USPTO retrosynthesis dataset with 1.9M reactions from patents (1976-2016). Task: Predict the reactants needed to synthesize the given product. The reactants are: [Cl:1][C:2]1[CH:7]=[C:6]([N:8](CC=C)CC=C)[CH:5]=[CH:4][C:3]=1[CH:15]([CH3:29])[C:16]([C:22]1[CH:27]=[CH:26][N:25]=[C:24]([Cl:28])[CH:23]=1)([OH:21])[C:17]([F:20])([F:19])[F:18].[OH-].[Na+]. Given the product [NH2:8][C:6]1[CH:5]=[CH:4][C:3]([CH:15]([CH3:29])[C:16]([C:22]2[CH:27]=[CH:26][N:25]=[C:24]([Cl:28])[CH:23]=2)([OH:21])[C:17]([F:18])([F:19])[F:20])=[C:2]([Cl:1])[CH:7]=1, predict the reactants needed to synthesize it.